From a dataset of hERG potassium channel inhibition data for cardiac toxicity prediction from Karim et al.. Regression/Classification. Given a drug SMILES string, predict its toxicity properties. Task type varies by dataset: regression for continuous values (e.g., LD50, hERG inhibition percentage) or binary classification for toxic/non-toxic outcomes (e.g., AMES mutagenicity, cardiotoxicity, hepatotoxicity). Dataset: herg_karim. The compound is CCCCn1nc(NCC(=O)NC2CN(C3CCC(C(=O)OCC)CC3)C2)c2cc(C(F)(F)F)ccc21. The result is 1 (blocker).